This data is from Cav3 T-type calcium channel HTS with 100,875 compounds. The task is: Binary Classification. Given a drug SMILES string, predict its activity (active/inactive) in a high-throughput screening assay against a specified biological target. (1) The compound is N(c1nc(n2ccnc2)nc(n2ccnc2)n1)(c1ccccc1)C. The result is 0 (inactive). (2) The drug is Brc1cc(C(=O)N2C(CCC2)C(O)=O)cnc1. The result is 0 (inactive). (3) The drug is O=C(N1CCN(CC2CCC=CC2)CC1)c1c2c(ccc1)cccc2. The result is 0 (inactive). (4) The drug is S(c1[nH]c(N)c(c2ccccc2)c(=O)n1)Cc1onc(n1)c1ccc(OC)cc1. The result is 0 (inactive). (5) The molecule is O(c1cc2c(cn(c(=O)c2cc1OC)c1ccc(OCC)cc1)C(=O)NCCCC)C. The result is 0 (inactive). (6) The compound is S(=O)(=O)(Nc1ncccn1)c1ccc(NC(=O)C(OCC)=O)cc1. The result is 0 (inactive).